From a dataset of Reaction yield outcomes from USPTO patents with 853,638 reactions. Predict the reaction yield, written as a fraction of the theoretical maximum amount of product (1.0 means a 100% yield; for example, 0.34 means a 34% yield). (1) The reactants are [CH3:1][O:2][C:3]1[CH:9]=[CH:8][C:6]([NH2:7])=[CH:5][CH:4]=1.C(N(CC)CC)C.[Cl-].ClC1N(C)CC[NH+]1C.[CH3:26][O:27][C:28]1[C:29](=[O:52])[C:30]([CH3:51])=[C:31]([CH2:37][C:38]2[C:39]([O:47][C:48](=[O:50])[CH3:49])=[C:40]([CH:44]=[CH:45][CH:46]=2)[C:41](O)=[O:42])[C:32](=[O:36])[C:33]=1[O:34][CH3:35]. The catalyst is C(Cl)Cl. The product is [CH3:26][O:27][C:28]1[C:29](=[O:52])[C:30]([CH3:51])=[C:31]([CH2:37][C:38]2[C:39]([O:47][C:48](=[O:50])[CH3:49])=[C:40]([CH:44]=[CH:45][CH:46]=2)[C:41]([NH:7][C:6]2[CH:8]=[CH:9][C:3]([O:2][CH3:1])=[CH:4][CH:5]=2)=[O:42])[C:32](=[O:36])[C:33]=1[O:34][CH3:35]. The yield is 0.330. (2) The reactants are [Cl:1][C:2]1[CH:3]=[C:4]2[C:9](=[CH:10][CH:11]=1)[NH:8][C:7](=[O:12])[CH2:6][CH2:5]2.[H-].[Na+].Br[CH2:16][CH2:17][CH2:18]Cl.[CH2:20]([CH:24]1[CH2:29][CH2:28][NH:27][CH2:26][CH2:25]1)[CH2:21][CH2:22][CH3:23].C([O-])([O-])=O.[K+].[K+]. The catalyst is CN(C=O)C. The product is [CH2:20]([CH:24]1[CH2:29][CH2:28][N:27]([CH2:16][CH2:17][CH2:18][N:8]2[C:9]3[C:4](=[CH:3][C:2]([Cl:1])=[CH:11][CH:10]=3)[CH2:5][CH2:6][C:7]2=[O:12])[CH2:26][CH2:25]1)[CH2:21][CH2:22][CH3:23]. The yield is 0.240.